This data is from Forward reaction prediction with 1.9M reactions from USPTO patents (1976-2016). The task is: Predict the product of the given reaction. (1) The product is: [CH:13]1([N:8]2[CH2:9][CH2:10][C:11](=[O:12])[CH2:6][C:7]2=[O:19])[CH2:18][CH2:17][CH2:16][CH2:15][CH2:14]1. Given the reactants C(OC([CH:6]1[C:11](=[O:12])[CH2:10][CH2:9][N:8]([CH:13]2[CH2:18][CH2:17][CH2:16][CH2:15][CH2:14]2)[C:7]1=[O:19])=O)C.O, predict the reaction product. (2) Given the reactants [NH2:1][C:2]1[C:9]([CH3:10])=[N:8][CH:7]=[C:6]([Cl:11])[C:3]=1[CH:4]=O.[Cl:12][C:13]1[CH:14]=[C:15]2[C:20](=[CH:21][C:22]=1[NH2:23])[O:19][C@@H:18]([C:24]1[C:29]([F:30])=[CH:28][CH:27]=[CH:26][N:25]=1)[CH2:17][CH2:16]2.O.C1(C)C=CC(S(O)(=O)=O)=CC=1.[C:43](=O)([O-])[OH:44].[Na+], predict the reaction product. The product is: [Cl:11][C:6]1[C:3]2[CH2:4][N:23]([C:22]3[CH:21]=[C:20]4[C:15]([CH2:16][CH2:17][C@H:18]([C:24]5[C:29]([F:30])=[CH:28][CH:27]=[CH:26][N:25]=5)[O:19]4)=[CH:14][C:13]=3[Cl:12])[C:43](=[O:44])[NH:1][C:2]=2[C:9]([CH3:10])=[N:8][CH:7]=1.